From a dataset of Full USPTO retrosynthesis dataset with 1.9M reactions from patents (1976-2016). Predict the reactants needed to synthesize the given product. (1) Given the product [Cl:1][C:2]1[CH:3]=[CH:4][C:5]([C:22]2[NH:37][N:36]=[N:35][N:23]=2)=[C:6]2[C:11]=1[N:10]=[C:9]([CH3:12])[C:8]([CH2:13][C:14]1[CH:19]=[CH:18][C:17]([Cl:20])=[CH:16][CH:15]=1)=[C:7]2[CH3:21], predict the reactants needed to synthesize it. The reactants are: [Cl:1][C:2]1[C:11]2[N:10]=[C:9]([CH3:12])[C:8]([CH2:13][C:14]3[CH:19]=[CH:18][C:17]([Cl:20])=[CH:16][CH:15]=3)=[C:7]([CH3:21])[C:6]=2[C:5]([C:22]#[N:23])=[CH:4][CH:3]=1.C1(C)C=CC=CC=1.C[Si]([N:35]=[N+:36]=[N-:37])(C)C.C([Sn](=O)CCCC)CCC. (2) Given the product [CH2:17]([N:18]1[CH:8]([CH3:9])[CH2:7][CH:2]1[C:3]([O:5][CH3:6])=[O:4])[C:11]1[CH:16]=[CH:15][CH:14]=[CH:13][CH:12]=1, predict the reactants needed to synthesize it. The reactants are: Br[CH:2]([CH2:7][CH:8](Br)[CH3:9])[C:3]([O:5][CH3:6])=[O:4].[C:11]1([CH2:17][NH2:18])[CH:16]=[CH:15][CH:14]=[CH:13][CH:12]=1. (3) Given the product [C:1]([C:3]1[C:4]([N:18]2[CH2:23][CH2:22][N:21]([C:33]([NH:32][CH2:31][C:28]3[CH:29]=[CH:30][C:25]([Cl:24])=[C:26]([Cl:35])[CH:27]=3)=[O:34])[CH2:20][CH2:19]2)=[N:5][C:6]([C:14]([F:15])([F:17])[F:16])=[C:7]([CH:13]=1)[C:8]([O:10][CH2:11][CH3:12])=[O:9])#[N:2], predict the reactants needed to synthesize it. The reactants are: [C:1]([C:3]1[C:4]([N:18]2[CH2:23][CH2:22][NH:21][CH2:20][CH2:19]2)=[N:5][C:6]([C:14]([F:17])([F:16])[F:15])=[C:7]([CH:13]=1)[C:8]([O:10][CH2:11][CH3:12])=[O:9])#[N:2].[Cl:24][C:25]1[CH:30]=[CH:29][C:28]([CH2:31][N:32]=[C:33]=[O:34])=[CH:27][C:26]=1[Cl:35]. (4) Given the product [C:6](=[O:7])([O:4][CH:2]([CH3:3])[CH3:1])[O:8][CH2:9][Cl:10], predict the reactants needed to synthesize it. The reactants are: [CH3:1][CH:2]([OH:4])[CH3:3].Cl[C:6]([O:8][CH2:9][Cl:10])=[O:7].N1C=CC=CC=1. (5) Given the product [Cl:6][C:7]1[CH:8]=[C:9]2[C:13](=[C:14]([C:17]([OH:19])=[O:18])[C:15]=1[F:16])[NH:12][CH:11]=[CH:10]2, predict the reactants needed to synthesize it. The reactants are: C([Li])CCC.[Cl:6][C:7]1[CH:8]=[C:9]2[C:13](=[CH:14][C:15]=1[F:16])[NH:12][CH:11]=[CH:10]2.[C:17](=[O:19])=[O:18].O. (6) The reactants are: [CH2:1]([O:3][C:4](=[O:18])[CH2:5][CH2:6][C:7]([C:10]1[CH:15]=[CH:14][CH:13]=[C:12]([O:16][CH3:17])[CH:11]=1)([CH3:9])[CH3:8])[CH3:2].C1(S(N2C(C3C=CC=CC=3)O2)(=O)=[O:26])C=CC=CC=1.[Cl-].[NH4+]. Given the product [CH2:1]([O:3][C:4](=[O:18])[CH:5]([OH:26])[CH2:6][C:7]([C:10]1[CH:15]=[CH:14][CH:13]=[C:12]([O:16][CH3:17])[CH:11]=1)([CH3:8])[CH3:9])[CH3:2], predict the reactants needed to synthesize it. (7) Given the product [C:57]([C:48]1[CH:49]=[C:50]([C:55]#[N:56])[CH:51]=[C:52]([F:54])[CH:53]=1)(=[O:59])[CH3:58], predict the reactants needed to synthesize it. The reactants are: C1(C2C3C(=CC=CC=3)C=CC=2P(C2C=CC=CC=2)C2C=CC=CC=2)C2C(=CC=CC=2)C=CC=1P(C1C=CC=CC=1)C1C=CC=CC=1.Br[C:48]1[CH:49]=[C:50]([C:55]#[N:56])[CH:51]=[C:52]([F:54])[CH:53]=1.[CH2:57]([O:59]C([Sn](CCCC)(CCCC)CCCC)=C)[CH3:58].